This data is from Forward reaction prediction with 1.9M reactions from USPTO patents (1976-2016). The task is: Predict the product of the given reaction. (1) Given the reactants [C:1]1([C:17]2[CH:22]=[CH:21][CH:20]=[CH:19][CH:18]=2)[CH:6]=[CH:5][C:4]([NH:7][C:8]2[C:12]([C:13]([NH2:15])=[O:14])=[C:11]([NH2:16])[NH:10][N:9]=2)=[CH:3][CH:2]=1.[OH:23][C:24]1[CH:31]=[CH:30][C:27]([CH:28]=O)=[CH:26][CH:25]=1, predict the reaction product. The product is: [C:1]1([C:17]2[CH:18]=[CH:19][CH:20]=[CH:21][CH:22]=2)[CH:6]=[CH:5][C:4]([NH:7][C:8]2[C:12]([C:13]([NH2:15])=[O:14])=[C:11]([N:16]=[CH:28][C:27]3[CH:30]=[CH:31][C:24]([OH:23])=[CH:25][CH:26]=3)[NH:10][N:9]=2)=[CH:3][CH:2]=1. (2) Given the reactants [F:1][C:2]1[C:3]([N:26]2[CH:30]=[C:29]([CH3:31])[C:28]([CH:32]=O)=[CH:27]2)=[N:4][C:5]([NH:8][C:9]2[CH:14]=[C:13]([N+:15]([O-])=O)[C:12]([N:18]3[CH2:23][CH2:22][O:21][CH2:20][CH2:19]3)=[CH:11][C:10]=2[O:24][CH3:25])=[N:6][CH:7]=1.Cl.[NH:35]1[CH2:38][CH2:37][CH2:36]1, predict the reaction product. The product is: [N:35]1([CH2:32][C:28]2[C:29]([CH3:31])=[CH:30][N:26]([C:3]3[C:2]([F:1])=[CH:7][N:6]=[C:5]([NH:8][C:9]4[C:10]([O:24][CH3:25])=[CH:11][C:12]([N:18]5[CH2:19][CH2:20][O:21][CH2:22][CH2:23]5)=[C:13]([NH:15][C:10](=[O:24])[CH:9]=[CH2:14])[CH:14]=4)[N:4]=3)[CH:27]=2)[CH2:38][CH2:37][CH2:36]1. (3) Given the reactants [Cl-].[Mg+2].[Cl-].[CH2:4]([OH:26])[C@H:5]1[O:10][C@H:9]([O:11][C@H:12]2[O:17][C@H:16]([CH2:18][OH:19])[C@@H:15]([OH:20])[C@H:14]([OH:21])[C@H:13]2[OH:22])[C@H:8]([OH:23])[C@@H:7]([OH:24])[C@@H:6]1[OH:25], predict the reaction product. The product is: [CH2:18]([OH:19])[C@H:16]1[O:17][C@H:12]([O:11][C@H:9]2[O:10][C@H:5]([CH2:4][OH:26])[C@@H:6]([OH:25])[C@H:7]([OH:24])[C@H:8]2[OH:23])[C@H:13]([OH:22])[C@@H:14]([OH:21])[C@@H:15]1[OH:20].[OH2:10].[OH2:10]. (4) Given the reactants C(=O)([O-])[O-].[Na+].[Na+].[ClH:7].[N:8]12[CH2:15][CH2:14][CH:11]([CH2:12][CH2:13]1)[C@@H:10]([NH:16][C:17]([C:19]1[S:20][C:21]3[CH:27]=[C:26](Br)[CH:25]=[CH:24][C:22]=3[CH:23]=1)=[O:18])[CH2:9]2.[C:29]1(B(O)O)[CH:34]=[CH:33][CH:32]=[CH:31][CH:30]=1, predict the reaction product. The product is: [ClH:7].[N:8]12[CH2:15][CH2:14][CH:11]([CH2:12][CH2:13]1)[C@@H:10]([NH:16][C:17]([C:19]1[S:20][C:21]3[CH:27]=[C:26]([C:29]4[CH:34]=[CH:33][CH:32]=[CH:31][CH:30]=4)[CH:25]=[CH:24][C:22]=3[CH:23]=1)=[O:18])[CH2:9]2. (5) The product is: [Cl:1][C:2]1[C:3]([CH2:12][CH:13]=[N:14][C:15](=[O:26])[C:16]2[CH:21]=[CH:20][CH:19]=[CH:18][C:17]=2[C:22]([F:23])([F:24])[F:25])=[N:4][CH:5]=[C:6]([C:8]([F:10])([F:9])[F:11])[CH:7]=1. Given the reactants [Cl:1][C:2]1[C:3]([CH2:12][CH2:13][NH:14][C:15](=[O:26])[C:16]2[CH:21]=[CH:20][CH:19]=[CH:18][C:17]=2[C:22]([F:25])([F:24])[F:23])=[N:4][CH:5]=[C:6]([C:8]([F:11])([F:10])[F:9])[CH:7]=1.[OH-].[Na+], predict the reaction product. (6) The product is: [F:27][CH2:28][CH2:29][NH:30][C:31]([N:1]1[C:9]2[C:4](=[CH:5][C:6]([O:10][C:11]3[C:20]4[C:15](=[CH:16][C:17]([O:23][CH3:24])=[C:18]([O:21][CH3:22])[CH:19]=4)[N:14]=[CH:13][CH:12]=3)=[CH:7][CH:8]=2)[CH:3]=[CH:2]1)=[O:32]. Given the reactants [NH:1]1[C:9]2[C:4](=[CH:5][C:6]([O:10][C:11]3[C:20]4[C:15](=[CH:16][C:17]([O:23][CH3:24])=[C:18]([O:21][CH3:22])[CH:19]=4)[N:14]=[CH:13][CH:12]=3)=[CH:7][CH:8]=2)[CH:3]=[CH:2]1.[H-].[Na+].[F:27][CH2:28][CH2:29][NH:30][C:31](=O)[O:32]C1C=CC=CC=1, predict the reaction product. (7) Given the reactants [CH3:1][S:2]([C:5]1[CH:10]=[CH:9][C:8]([CH:11]2[CH2:13][CH:12]2[NH:14]C(=O)OC(C)(C)C)=[CH:7][CH:6]=1)(=[O:4])=[O:3].[F:22][C:23]([F:28])([F:27])[C:24]([OH:26])=[O:25], predict the reaction product. The product is: [F:22][C:23]([F:28])([F:27])[C:24]([OH:26])=[O:25].[CH3:1][S:2]([C:5]1[CH:6]=[CH:7][C:8]([CH:11]2[CH2:13][CH:12]2[NH2:14])=[CH:9][CH:10]=1)(=[O:3])=[O:4]. (8) Given the reactants I[C:2]1[C:3]([CH:13]=[O:14])=[N:4][N:5]([CH:7]2[CH2:12][CH2:11][CH2:10][CH2:9][O:8]2)[CH:6]=1.C(=O)([O-])[O-].[K+].[K+].[F:21][C:22]1[CH:43]=[CH:42][CH:41]=[CH:40][C:23]=1[O:24][C:25]1[CH:30]=[CH:29][C:28](B2OC(C)(C)C(C)(C)O2)=[CH:27][CH:26]=1, predict the reaction product. The product is: [F:21][C:22]1[CH:43]=[CH:42][CH:41]=[CH:40][C:23]=1[O:24][C:25]1[CH:30]=[CH:29][C:28]([C:2]2[C:3]([CH:13]=[O:14])=[N:4][N:5]([CH:7]3[CH2:12][CH2:11][CH2:10][CH2:9][O:8]3)[CH:6]=2)=[CH:27][CH:26]=1. (9) Given the reactants Cl.[Cl:2][C:3]1[CH:8]=[C:7]([C:9]2[CH:14]=[CH:13][CH:12]=[C:11]([Cl:15])[CH:10]=2)[N:6]=[C:5]2[CH2:16][CH2:17][CH2:18][C:4]=12.Cl.[NH2:20][C@H:21]1[CH2:26][CH2:25][C@H:24]([CH2:27][OH:28])[CH2:23][CH2:22]1, predict the reaction product. The product is: [ClH:2].[Cl:15][C:11]1[CH:10]=[C:9]([C:7]2[N:6]=[C:5]3[CH2:16][CH2:17][CH2:18][C:4]3=[C:3]([NH:20][C@H:21]3[CH2:26][CH2:25][C@H:24]([CH2:27][OH:28])[CH2:23][CH2:22]3)[CH:8]=2)[CH:14]=[CH:13][CH:12]=1.